This data is from Full USPTO retrosynthesis dataset with 1.9M reactions from patents (1976-2016). The task is: Predict the reactants needed to synthesize the given product. (1) Given the product [C:1]1([CH2:7][CH2:8][CH2:9][NH:10][C:19](=[O:18])[C:20]2[CH:21]=[C:22]([C:37]3[CH:42]=[CH:41][CH:40]=[C:39]([Cl:43])[CH:38]=3)[C:23]([O:33][CH2:34][CH2:35][OH:36])=[C:24]([C:26]3[CH:31]=[CH:30][CH:29]=[C:28]([Cl:32])[CH:27]=3)[CH:25]=2)[CH:6]=[CH:5][CH:4]=[CH:3][CH:2]=1, predict the reactants needed to synthesize it. The reactants are: [C:1]1([CH2:7][CH2:8][CH2:9][NH2:10])[CH:6]=[CH:5][CH:4]=[CH:3][CH:2]=1.[Li]CCCC.C([O:18][C:19](=O)[C:20]1[CH:25]=[C:24]([C:26]2[CH:31]=[CH:30][CH:29]=[C:28]([Cl:32])[CH:27]=2)[C:23]([O:33][CH2:34][CH2:35][OH:36])=[C:22]([C:37]2[CH:42]=[CH:41][CH:40]=[C:39]([Cl:43])[CH:38]=2)[CH:21]=1)C. (2) Given the product [CH2:1]([C@@H:8]([C:9]([NH:32][C:29]1[S:30][CH:31]=[C:27]([C:25]2[CH:26]=[C:21]([Cl:20])[CH:22]=[CH:23][C:24]=2[O:33][CH3:34])[N:28]=1)=[O:11])[CH2:12][C:13]([OH:15])=[O:14])[C:2]1[CH:3]=[CH:4][CH:5]=[CH:6][CH:7]=1, predict the reactants needed to synthesize it. The reactants are: [CH2:1]([C@H:8]([CH2:12][C:13]([O:15]C(C)(C)C)=[O:14])[C:9]([OH:11])=O)[C:2]1[CH:7]=[CH:6][CH:5]=[CH:4][CH:3]=1.[Cl:20][C:21]1[CH:22]=[CH:23][C:24]([O:33][CH3:34])=[C:25]([C:27]2[N:28]=[C:29]([NH2:32])[S:30][CH:31]=2)[CH:26]=1.